From a dataset of Forward reaction prediction with 1.9M reactions from USPTO patents (1976-2016). Predict the product of the given reaction. (1) Given the reactants [C:1]([NH2:9])(=[O:8])[C:2]1[CH:7]=[CH:6][CH:5]=[CH:4][CH:3]=1.CO[CH:12](OC)[N:13]([CH3:15])[CH3:14], predict the reaction product. The product is: [CH3:12][N:13]([CH:15]=[N:9][C:1](=[O:8])[C:2]1[CH:7]=[CH:6][CH:5]=[CH:4][CH:3]=1)[CH3:14]. (2) Given the reactants CN([CH2:4][C:5]1[CH:6]=[C:7]([C:11]2[NH:12][C:13]3[CH:14]=[C:15]([NH:25]C(=O)C4C=CC=C(C(F)(F)F)C=4F)[CH:16]=[C:17]4[C:23](=[O:24])NN=C[C:19]=2[C:18]=34)[CH:8]=[CH:9][CH:10]=1)C.Cl.[O:40]1CCOC[CH2:41]1.C[OH:47], predict the reaction product. The product is: [CH3:41][O:40][C:23]([C:17]1[C:18]2[CH:19]=[C:11]([C:7]3[CH:8]=[CH:9][CH:10]=[C:5]([CH2:4][OH:47])[CH:6]=3)[NH:12][C:13]=2[CH:14]=[C:15]([NH2:25])[CH:16]=1)=[O:24]. (3) Given the reactants [CH3:1][C:2](C)([O-])C.[K+].[OH:7][C@@H:8]1[CH2:25][CH2:24][C@@:23]2([CH3:26])[C@H:10]([CH2:11][CH2:12][C@@H:13]3[C:22]2=[CH:21][CH2:20][C@@:18]2([CH3:19])[C@H:14]3[CH2:15][CH2:16][C:17]2=O)[CH2:9]1, predict the reaction product. The product is: [OH:7][C@@H:8]1[CH2:25][CH2:24][C@@:23]2([CH3:26])[C@H:10]([CH2:11][CH2:12][C@@H:13]3[C:22]2=[CH:21][CH2:20][C@@:18]2([CH3:19])[C@H:14]3[CH2:15][CH2:16]/[C:17]/2=[CH:1]/[CH3:2])[CH2:9]1.